From a dataset of Reaction yield outcomes from USPTO patents with 853,638 reactions. Predict the reaction yield, written as a fraction of the theoretical maximum amount of product (1.0 means a 100% yield; for example, 0.34 means a 34% yield). The reactants are C([O:8][C:9]1[CH:31]=[CH:30][C:29]([C:32]2[N:33]=[C:34]([CH3:37])[S:35][CH:36]=2)=[CH:28][C:10]=1[C:11]([NH:13][C:14]1[CH:19]=[C:18]([C:20]([F:23])([F:22])[F:21])[CH:17]=[C:16]([C:24]([F:27])([F:26])[F:25])[CH:15]=1)=[O:12])C1C=CC=CC=1. The catalyst is C(O)C.[Pd]. The product is [F:27][C:24]([F:25])([F:26])[C:16]1[CH:15]=[C:14]([NH:13][C:11](=[O:12])[C:10]2[CH:28]=[C:29]([C:32]3[N:33]=[C:34]([CH3:37])[S:35][CH:36]=3)[CH:30]=[CH:31][C:9]=2[OH:8])[CH:19]=[C:18]([C:20]([F:21])([F:22])[F:23])[CH:17]=1. The yield is 0.792.